This data is from Full USPTO retrosynthesis dataset with 1.9M reactions from patents (1976-2016). The task is: Predict the reactants needed to synthesize the given product. (1) Given the product [C:1]([O:5][C:6](=[O:16])[N:7]([CH2:21][CH:20]=[CH2:19])[C:8]1[CH:13]=[CH:12][C:11]([F:14])=[C:10]([F:15])[CH:9]=1)([CH3:4])([CH3:2])[CH3:3], predict the reactants needed to synthesize it. The reactants are: [C:1]([O:5][C:6](=[O:16])[NH:7][C:8]1[CH:13]=[CH:12][C:11]([F:14])=[C:10]([F:15])[CH:9]=1)([CH3:4])([CH3:3])[CH3:2].[H-].[Na+].[CH2:19](I)[CH:20]=[CH2:21]. (2) Given the product [CH3:29][C:28]([CH3:31])([CH3:30])[C:27]([C:12]1[C:11]([CH2:33][C:34]([CH3:41])([CH3:40])[C:35]([O:37][CH2:38][CH3:39])=[O:36])=[C:10]([C:8]([C:5]2[CH:6]=[CH:7][C:2]([C:44]3[CH:43]=[N:42][CH:47]=[CH:46][CH:45]=3)=[CH:3][CH:4]=2)=[O:9])[N:18]2[C:13]=1[CH:14]=[C:15]([O:19][CH2:20][C:21]1[CH:26]=[CH:25][CH:24]=[CH:23][N:22]=1)[CH:16]=[CH:17]2)=[O:32], predict the reactants needed to synthesize it. The reactants are: Br[C:2]1[CH:7]=[CH:6][C:5]([C:8]([C:10]2[N:18]3[C:13]([CH:14]=[C:15]([O:19][CH2:20][C:21]4[CH:26]=[CH:25][CH:24]=[CH:23][N:22]=4)[CH:16]=[CH:17]3)=[C:12]([C:27](=[O:32])[C:28]([CH3:31])([CH3:30])[CH3:29])[C:11]=2[CH2:33][C:34]([CH3:41])([CH3:40])[C:35]([O:37][CH2:38][CH3:39])=[O:36])=[O:9])=[CH:4][CH:3]=1.[N:42]1[CH:47]=[CH:46][CH:45]=[C:44](B(O)O)[CH:43]=1.C([O-])([O-])=O.[Na+].[Na+]. (3) Given the product [CH:17]1([C:6]2[C:7]3[CH:8]=[CH:9][C:10]([C:13]([O:15][CH3:16])=[O:14])=[CH:11][C:12]=3[N:4]3[CH2:3][CH:2]([C:31]([O:33][CH3:34])=[O:32])[NH:1][CH2:29][C:24]4[CH:25]=[CH:26][CH:27]=[CH:28][C:23]=4[C:5]=23)[CH2:18][CH2:19][CH2:20][CH2:21][CH2:22]1, predict the reactants needed to synthesize it. The reactants are: [NH2:1][CH:2]([C:31]([O:33][CH3:34])=[O:32])[CH2:3][N:4]1[C:12]2[C:7](=[CH:8][CH:9]=[C:10]([C:13]([O:15][CH3:16])=[O:14])[CH:11]=2)[C:6]([CH:17]2[CH2:22][CH2:21][CH2:20][CH2:19][CH2:18]2)=[C:5]1[C:23]1[CH:28]=[CH:27][CH:26]=[CH:25][C:24]=1[CH:29]=O.[BH-](OC(C)=O)(OC(C)=O)OC(C)=O.[Na+]. (4) Given the product [CH3:1][C:2]1[CH:8]=[C:7]([O:9][CH2:10][CH3:11])[CH:6]=[CH:5][C:3]=1[N:4]1[CH2:18][CH2:17][NH:16][CH2:15][CH2:14]1, predict the reactants needed to synthesize it. The reactants are: [CH3:1][C:2]1[CH:8]=[C:7]([O:9][CH2:10][CH3:11])[CH:6]=[CH:5][C:3]=1[NH2:4].Cl.Cl[CH2:14][CH2:15][NH:16][CH2:17][CH2:18]Cl.CC1C=CC(S(O)(=O)=O)=CC=1. (5) Given the product [CH2:1]([O:4][C:5]([N:7]([CH2:17][CH:18]1[CH2:19][CH2:20][N:21]([C:24]2([CH2:35][C:36]([NH:46][CH3:50])=[O:37])[CH2:25][N:26]([C:28]([O:30][C:31]([CH3:34])([CH3:33])[CH3:32])=[O:29])[CH2:27]2)[CH2:22][CH2:23]1)[C@@H:8]1[CH2:10][C@H:9]1[C:11]1[CH:12]=[CH:13][CH:14]=[CH:15][CH:16]=1)=[O:6])[CH:2]=[CH2:3], predict the reactants needed to synthesize it. The reactants are: [CH2:1]([O:4][C:5]([N:7]([CH2:17][CH:18]1[CH2:23][CH2:22][N:21]([C:24]2([CH2:35][C:36](O)=[O:37])[CH2:27][N:26]([C:28]([O:30][C:31]([CH3:34])([CH3:33])[CH3:32])=[O:29])[CH2:25]2)[CH2:20][CH2:19]1)[C@@H:8]1[CH2:10][C@H:9]1[C:11]1[CH:16]=[CH:15][CH:14]=[CH:13][CH:12]=1)=[O:6])[CH:2]=[CH2:3].F[P-](F)(F)(F)(F)F.[N:46]1(O[P+](N(C)C)(N(C)C)N(C)C)[C:50]2C=CC=CC=2N=N1.CN.C1COCC1.C(N(CC)CC)C. (6) Given the product [F:8][C:4]1[CH:5]=[CH:6][CH:7]=[C:2]([F:1])[C:3]=1[C:9]1[NH:10][C:11]2[C:16]([CH:17]=1)=[CH:15][C:14]([C:18]1[N:61]([CH3:57])[N:60]=[C:59]([C:63]3[CH:64]=[N:65][CH:66]=[CH:67][CH:68]=3)[N:58]=1)=[CH:13][CH:12]=2, predict the reactants needed to synthesize it. The reactants are: [F:1][C:2]1[CH:7]=[CH:6][CH:5]=[C:4]([F:8])[C:3]=1[C:9]1[NH:10][C:11]2[C:16]([CH:17]=1)=[CH:15][C:14]([C:18]1C=CC(OC(F)(F)F)=CC=1C)=[CH:13][CH:12]=2.FC1C=CC=C(F)C=1C1NC2C(C=1)=CC(B1OC(C)(C)C(C)(C)O1)=CC=2.Br[C:57]1[N:61](C)[N:60]=[C:59]([C:63]2[CH:64]=[N:65][CH:66]=[CH:67][CH:68]=2)[N:58]=1.